This data is from Reaction yield outcomes from USPTO patents with 853,638 reactions. The task is: Predict the reaction yield, written as a fraction of the theoretical maximum amount of product (1.0 means a 100% yield; for example, 0.34 means a 34% yield). The reactants are Br[C:2]1[N:7]=[C:6]([NH:8][CH2:9][CH2:10][N:11]2[CH2:16][CH2:15][O:14][CH2:13][CH2:12]2)[C:5]([NH2:17])=[N:4][CH:3]=1.BrC1N=[C:21](N)[C:22](N)=NC=1.[O:27]1CCN(CCN)C[CH2:28]1.C(N(C(C)C)CC)(C)C.[CH2:45]([OH:49])[CH2:46][CH2:47][CH3:48]. No catalyst specified. The product is [OH:49][C:45]1[CH:22]=[CH:21][C:48]([C:2]2[N:7]=[C:6]3[N:8]([CH2:9][CH2:10][N:11]4[CH2:16][CH2:15][O:14][CH2:13][CH2:12]4)[C:28](=[O:27])[NH:17][C:5]3=[N:4][CH:3]=2)=[CH:47][CH:46]=1. The yield is 0.880.